Dataset: Forward reaction prediction with 1.9M reactions from USPTO patents (1976-2016). Task: Predict the product of the given reaction. (1) Given the reactants [C:1]1([CH2:7][C:8]([OH:10])=[O:9])[CH:6]=[CH:5][CH:4]=[CH:3][CH:2]=1.Br[CH2:12][C:13]([C:15]1[CH:20]=[CH:19][C:18]([S:21]([CH3:24])(=[O:23])=[O:22])=[CH:17][CH:16]=1)=O.C(N(CC)CC)C.C1CCN2C(=NCCC2)CC1.Cl, predict the reaction product. The product is: [C:1]1([C:7]2[C:8](=[O:10])[O:9][CH2:12][C:13]=2[C:15]2[CH:16]=[CH:17][C:18]([S:21]([CH3:24])(=[O:23])=[O:22])=[CH:19][CH:20]=2)[CH:6]=[CH:5][CH:4]=[CH:3][CH:2]=1. (2) Given the reactants CN(C)C=O.[Cl:6][C:7]1[CH:12]=[CH:11][C:10]([S:13]([CH2:16][C:17]#[N:18])(=[O:15])=[O:14])=[CH:9][CH:8]=1.Cl.C(N(CC)CC)C.[N-:27]=[N+:28]=[N-:29].[Na+], predict the reaction product. The product is: [Cl:6][C:7]1[CH:8]=[CH:9][C:10]([S:13]([CH2:16][C:17]2[NH:29][N:28]=[N:27][N:18]=2)(=[O:14])=[O:15])=[CH:11][CH:12]=1. (3) Given the reactants [CH3:1][C:2]1[CH:6]=[C:5]([N:7]2[N:11]=[N:10][C:9]([C:12]3[CH:17]=[CH:16][CH:15]=[CH:14][CH:13]=3)=[N:8]2)[S:4][C:3]=1[C:18]([OH:20])=O.ON1C2C=CC=CC=2N=N1.CN(C)CCCN=C=NCC.C(N(CC)C(C)C)(C)C.[CH2:51]([NH2:58])[C:52]1[CH:57]=[CH:56][CH:55]=[CH:54][CH:53]=1, predict the reaction product. The product is: [CH2:51]([NH:58][C:18]([C:3]1[S:4][C:5]([N:7]2[N:11]=[N:10][C:9]([C:12]3[CH:13]=[CH:14][CH:15]=[CH:16][CH:17]=3)=[N:8]2)=[CH:6][C:2]=1[CH3:1])=[O:20])[C:52]1[CH:57]=[CH:56][CH:55]=[CH:54][CH:53]=1. (4) Given the reactants Br[C:2]1[CH:3]=[N:4][CH:5]=[N:6][CH:7]=1.[C]=O.C([O-])(=O)C[C:12]([O-:14])=[O:13].[OH-].[Li+], predict the reaction product. The product is: [N:4]1[CH:3]=[C:2]([C:12]([OH:14])=[O:13])[CH:7]=[N:6][CH:5]=1. (5) The product is: [CH3:1][O:2][C:3]1[CH:4]=[C:5]2[C:10](=[CH:11][C:12]=1[O:13][CH3:14])[CH2:9][N:8]([C:15]1[CH:23]=[CH:22][C:18]([C:19]([NH:24][OH:25])=[O:21])=[CH:17][N:16]=1)[CH2:7][CH2:6]2. Given the reactants [CH3:1][O:2][C:3]1[CH:4]=[C:5]2[C:10](=[CH:11][C:12]=1[O:13][CH3:14])[CH2:9][N:8]([C:15]1[CH:23]=[CH:22][C:18]([C:19]([O-:21])=O)=[CH:17][N:16]=1)[CH2:7][CH2:6]2.[NH2:24][OH:25].[OH-].[Na+], predict the reaction product. (6) Given the reactants [F:1][C:2]1[CH:7]=[CH:6][CH:5]=[C:4]([F:8])[C:3]=1[C:9]1[CH:10]=[C:11]2[C:15](=[CH:16][CH:17]=1)[N:14](S(C1C=CC(C)=CC=1)(=O)=O)[CH:13]=[C:12]2[C:28]1[N:33]=[C:32]([O:34][C@@H:35]2[CH2:40][CH2:39][CH2:38][N:37]([C:41]([O:43][C:44]([CH3:47])([CH3:46])[CH3:45])=[O:42])[CH2:36]2)[CH:31]=[N:30][CH:29]=1.[OH-].[Na+], predict the reaction product. The product is: [F:8][C:4]1[CH:5]=[CH:6][CH:7]=[C:2]([F:1])[C:3]=1[C:9]1[CH:10]=[C:11]2[C:15](=[CH:16][CH:17]=1)[NH:14][CH:13]=[C:12]2[C:28]1[N:33]=[C:32]([O:34][C@@H:35]2[CH2:40][CH2:39][CH2:38][N:37]([C:41]([O:43][C:44]([CH3:47])([CH3:46])[CH3:45])=[O:42])[CH2:36]2)[CH:31]=[N:30][CH:29]=1. (7) Given the reactants Cl[C:2]1[N:7]=[C:6]([NH2:8])[C:5]([N+:9]([O-:11])=[O:10])=[CH:4][CH:3]=1.CN(C)C=O.[NH:17]1[CH2:22][CH2:21][CH2:20][C@@H:19]([C:23]([OH:25])=[O:24])[CH2:18]1.C(N(C(C)C)CC)(C)C, predict the reaction product. The product is: [NH2:8][C:6]1[N:7]=[C:2]([N:17]2[CH2:22][CH2:21][CH2:20][C@@H:19]([C:23]([OH:25])=[O:24])[CH2:18]2)[CH:3]=[CH:4][C:5]=1[N+:9]([O-:11])=[O:10]. (8) Given the reactants [Cl:1][C:2]1[CH:3]=[N:4][CH:5]=[CH:6][C:7]=1[C:8](=[O:10])[CH3:9].[Br:11]Br.[BrH:13].CC(O)=O, predict the reaction product. The product is: [BrH:11].[Cl:1][C:2]1[C:3]([Br:13])=[N:4][CH:5]=[CH:6][C:7]=1[C:8](=[O:10])[CH3:9]. (9) Given the reactants [CH3:1][C:2]1[C:3]([O:14][C@H:15]2[CH2:19][CH2:18][N:17](C(OC(C)(C)C)=O)[CH2:16]2)=[N:4][C:5]([C:8]2[NH:12][C:11](=[O:13])[NH:10][N:9]=2)=[CH:6][CH:7]=1.C(O)(C(F)(F)F)=O, predict the reaction product. The product is: [CH3:1][C:2]1[CH:7]=[CH:6][C:5]([C:8]2[NH:12][C:11](=[O:13])[NH:10][N:9]=2)=[N:4][C:3]=1[O:14][C@H:15]1[CH2:19][CH2:18][NH:17][CH2:16]1. (10) Given the reactants [CH:1]([C:3]1[S:4][CH:5]=[C:6]([C:8]([O:10][CH2:11][CH3:12])=[O:9])[N:7]=1)=O.[NH:13]1[CH2:18][CH2:17][O:16][CH2:15][CH2:14]1.C(O[BH-](OC(=O)C)OC(=O)C)(=O)C.[Na+].C(=O)(O)[O-].[Na+], predict the reaction product. The product is: [N:13]1([CH2:1][C:3]2[S:4][CH:5]=[C:6]([C:8]([O:10][CH2:11][CH3:12])=[O:9])[N:7]=2)[CH2:18][CH2:17][O:16][CH2:15][CH2:14]1.